Dataset: Human liver microsome stability data. Task: Regression/Classification. Given a drug SMILES string, predict its absorption, distribution, metabolism, or excretion properties. Task type varies by dataset: regression for continuous measurements (e.g., permeability, clearance, half-life) or binary classification for categorical outcomes (e.g., BBB penetration, CYP inhibition). Dataset: hlm. (1) The compound is CN1CCN(c2cccc3ccc(OCc4noc(-c5ccc(Cl)cc5)n4)cc23)CC1. The result is 1 (stable in human liver microsomes). (2) The drug is Fc1ccc(C(c2nnnn2Cc2ccccc2)N2CCN(C3CCC3)CC2)cc1. The result is 1 (stable in human liver microsomes).